Dataset: Experimentally validated miRNA-target interactions with 360,000+ pairs, plus equal number of negative samples. Task: Binary Classification. Given a miRNA mature sequence and a target amino acid sequence, predict their likelihood of interaction. (1) The miRNA is mmu-miR-883b-3p with sequence UAACUGCAACAUCUCUCAGUAU. The protein sequence of the target gene is MRPAALLLLPSLLALLAHGLSSEAPITGEGHATGIRETDGELTAAPTPEQSDRGVHFVTTAPTLKLLNHHPLLEEFLQEGLEREEAPQPALPFQPDSPTHFTPSPLPRLTNQDNRPVFTSPTPAVAAAPTQPHSREKPWNLESKPPELSITSSLPPGPSMAVPTLLPEDRPSTTPPSQAWTPTQEGPGDMDRPWVPEVMSKTTGLGVEGTIATSTASGDDEETTTTIITTTVTTVQPPGPCSWNFSGPEGSLDSPTAPSSPSDVGLDCFYYISVYPGYGVEIKVENISLQEGETITVEGL.... Result: 0 (no interaction). (2) The miRNA is mmu-miR-3058-5p with sequence UCAGCCACGGCUUACCUGGAAGA. The protein sequence of the target gene is MGEFKVDKFNIEDFFSGDLDIFNYSSGMPSILPDAVPCHSENLEINSYAVVVIYVLVTLLSLVGNSLVMLVILYNRSTCSVTDVYLLNLAIADLFFALTLPVWAASKVNGWTFGSTLCKIFSYVKEVTFYSSVLLLACISMDRYLAIVHATSTLIQKRHLVKFVCIAMWLLSVILALPILILRNPVKVNLSTLVCYEDVGNNTSRLRVVLRILPQTFGFLVPLLIMLFCYGFTLRTLFKAHMGQKHRAMRVIFAVVLVFLLCWLPYNLVLFTDTLMRTKLIKETCERRDDIDKALNATEI.... Result: 0 (no interaction).